Dataset: Forward reaction prediction with 1.9M reactions from USPTO patents (1976-2016). Task: Predict the product of the given reaction. (1) Given the reactants C([O-])([O-])=O.[Cs+].[Cs+].Cl[C:8]1[C:13]([C:14]([O:16][CH2:17][CH3:18])=[O:15])=[CH:12][N:11]=[CH:10][CH:9]=1.[Br:19][C:20]1[CH:25]=[CH:24][C:23]([OH:26])=[CH:22][CH:21]=1, predict the reaction product. The product is: [Br:19][C:20]1[CH:25]=[CH:24][C:23]([O:26][C:8]2[C:13]([C:14]([O:16][CH2:17][CH3:18])=[O:15])=[CH:12][N:11]=[CH:10][CH:9]=2)=[CH:22][CH:21]=1. (2) Given the reactants ClC(Cl)(Cl)CO[C:5](=[O:20])[NH:6][C:7]1[CH:12]=[CH:11][CH:10]=[C:9]([O:13][C:14]2[CH:15]=[N:16][CH:17]=[CH:18][CH:19]=2)[CH:8]=1.[NH2:23][C:24]1[NH:28][N:27]=[C:26]([C:29]([CH3:32])([CH3:31])[CH3:30])[CH:25]=1.CCN(C(C)C)C(C)C.O, predict the reaction product. The product is: [C:29]([C:26]1[CH:25]=[C:24]([NH:23][C:5]([NH:6][C:7]2[CH:12]=[CH:11][CH:10]=[C:9]([O:13][C:14]3[CH:15]=[N:16][CH:17]=[CH:18][CH:19]=3)[CH:8]=2)=[O:20])[NH:28][N:27]=1)([CH3:32])([CH3:31])[CH3:30]. (3) Given the reactants [CH2:1]([Li])[CH2:2][CH2:3][CH3:4].O=[C:7]1CCC[N:10]([C:14]([O:16][C:17]([CH3:20])([CH3:19])[CH3:18])=[O:15])[CH2:9][CH2:8]1.O, predict the reaction product. The product is: [CH2:4]=[C:3]1[CH2:7][CH2:8][CH2:9][N:10]([C:14]([O:16][C:17]([CH3:18])([CH3:20])[CH3:19])=[O:15])[CH2:1][CH2:2]1. (4) Given the reactants [CH3:1][N:2]([CH3:53])[C:3](=[O:52])[C:4]1[CH:9]=[C:8]([NH:10][S:11]([CH3:14])(=[O:13])=[O:12])[CH:7]=[C:6]([C:15]2[C:23]3[C:22]([NH:24][C@H:25]([C:27]4[N:32]([C:33]5[CH:38]=[CH:37][CH:36]=[CH:35][CH:34]=5)[C:31](=[O:39])[C:30]5=[C:40]([CH3:43])[CH:41]=[CH:42][N:29]5[N:28]=4)[CH3:26])=[N:21][CH:20]=[N:19][C:18]=3[N:17](COCC[Si](C)(C)C)[CH:16]=2)[CH:5]=1.FC(F)(F)C(O)=O.N, predict the reaction product. The product is: [CH3:53][N:2]([CH3:1])[C:3](=[O:52])[C:4]1[CH:9]=[C:8]([NH:10][S:11]([CH3:14])(=[O:12])=[O:13])[CH:7]=[C:6]([C:15]2[C:23]3[C:22]([NH:24][C@H:25]([C:27]4[N:32]([C:33]5[CH:38]=[CH:37][CH:36]=[CH:35][CH:34]=5)[C:31](=[O:39])[C:30]5=[C:40]([CH3:43])[CH:41]=[CH:42][N:29]5[N:28]=4)[CH3:26])=[N:21][CH:20]=[N:19][C:18]=3[NH:17][CH:16]=2)[CH:5]=1.